Dataset: Forward reaction prediction with 1.9M reactions from USPTO patents (1976-2016). Task: Predict the product of the given reaction. (1) Given the reactants [N:1]([O-])=O.[Na+].[NH2:5][C:6]1[CH:7]=[N:8][CH:9]=[CH:10][CH:11]=1.O.O.[Sn](Cl)[Cl:15], predict the reaction product. The product is: [ClH:15].[NH:5]([C:6]1[CH:7]=[N:8][CH:9]=[CH:10][CH:11]=1)[NH2:1]. (2) Given the reactants [Li+].[OH-].[N+](C1C=CC(C([O:12][C@H:13]2[C:17]3[N:18]=[CH:19][N:20]=[C:21]([C:22]4[CH:47]=[CH:46][C:25]5[C:26]([CH:29]([C:39]6[CH:44]=[CH:43][C:42]([Cl:45])=[CH:41][CH:40]=6)[CH2:30][NH:31][C:32]([O:34][C:35]([CH3:38])([CH3:37])[CH3:36])=[O:33])=[N:27][S:28][C:24]=5[CH:23]=4)[C:16]=3[C@H:15]([CH3:48])[CH2:14]2)=O)=CC=1)([O-])=O, predict the reaction product. The product is: [Cl:45][C:42]1[CH:41]=[CH:40][C:39]([CH:29]([C:26]2[C:25]3[CH:46]=[CH:47][C:22]([C:21]4[C:16]5[C@H:15]([CH3:48])[CH2:14][C@@H:13]([OH:12])[C:17]=5[N:18]=[CH:19][N:20]=4)=[CH:23][C:24]=3[S:28][N:27]=2)[CH2:30][NH:31][C:32](=[O:33])[O:34][C:35]([CH3:38])([CH3:37])[CH3:36])=[CH:44][CH:43]=1. (3) Given the reactants [Cl:1][C:2]1[S:6][C:5]([C:7]([NH:9][NH2:10])=[O:8])=[CH:4][CH:3]=1.[N:11]([CH2:14][CH2:15][O:16][CH3:17])=[C:12]=[O:13], predict the reaction product. The product is: [Cl:1][C:2]1[S:6][C:5]([C:7]([NH:9][NH:10][C:12]([NH:11][CH2:14][CH2:15][O:16][CH3:17])=[O:13])=[O:8])=[CH:4][CH:3]=1. (4) Given the reactants [N:1]1[C:10]2[C:5](=[CH:6][CH:7]=[CH:8][C:9]=2C=O)[CH:4]=[CH:3][CH:2]=1.C(O[CH:16]([O:20][CH2:21][CH3:22])[O:17][CH2:18][CH3:19])C.CC1C=CC(S(O)(=O)=O)=CC=1.C([O-])([O-])=O.[K+].[K+], predict the reaction product. The product is: [CH2:21]([O:20][CH:16]([O:17][CH2:18][CH3:19])[C:9]1[CH:8]=[CH:7][CH:6]=[C:5]2[C:10]=1[N:1]=[CH:2][CH:3]=[CH:4]2)[CH3:22]. (5) The product is: [CH3:4][C:2]([Si:5]([C:31]1[CH:36]=[CH:35][CH:34]=[CH:33][CH:32]=1)([C:25]1[CH:26]=[CH:27][CH:28]=[CH:29][CH:30]=1)[O:6][CH2:7][C@@H:8]1[CH2:14][C@@H:13]2[C@@H:11]([CH2:12]2)[CH2:10][NH:9]1)([CH3:1])[CH3:3]. Given the reactants [CH3:1][C:2]([Si:5]([C:31]1[CH:36]=[CH:35][CH:34]=[CH:33][CH:32]=1)([C:25]1[CH:30]=[CH:29][CH:28]=[CH:27][CH:26]=1)[O:6][CH2:7][C@@H:8]1[CH2:14][C@@H:13]2[C@@H:11]([CH2:12]2)[CH2:10][N:9]1S(C1C=CC(C)=CC=1)(=O)=O)([CH3:4])[CH3:3].[Mg].[NH4+].[Cl-].C(Cl)Cl, predict the reaction product.